This data is from Full USPTO retrosynthesis dataset with 1.9M reactions from patents (1976-2016). The task is: Predict the reactants needed to synthesize the given product. Given the product [OH:16][C:3]1[C:4]([C:8]([N:10]2[CH2:11][CH2:12][O:13][CH2:14][CH2:15]2)=[O:9])=[CH:5][CH:6]=[CH:7][C:2]=1[NH:1][C:20]1[C:21](=[O:25])[C:22](=[O:23])[C:19]=1[O:18][CH3:17], predict the reactants needed to synthesize it. The reactants are: [NH2:1][C:2]1[C:3]([OH:16])=[C:4]([C:8]([N:10]2[CH2:15][CH2:14][O:13][CH2:12][CH2:11]2)=[O:9])[CH:5]=[CH:6][CH:7]=1.[CH3:17][O:18][C:19]1[C:20](=O)[C:21](=[O:25])[C:22]=1[O:23]C.